This data is from Forward reaction prediction with 1.9M reactions from USPTO patents (1976-2016). The task is: Predict the product of the given reaction. (1) Given the reactants Cl.O1CCOCC1.[CH2:8]([O:10][C:11]1[CH:12]=[C:13]([CH:16]=[CH:17][C:18]=1[O:19][CH2:20][CH3:21])[C:14]#[N:15])[CH3:9].CO.C([O-])([O-])=O.[Na+].[Na+].[N:30]1[CH:35]=[CH:34][C:33]([C:36]([NH:38][NH2:39])=O)=[CH:32][CH:31]=1, predict the reaction product. The product is: [CH2:8]([O:10][C:11]1[CH:12]=[C:13]([C:14]2[NH:15][C:36]([C:33]3[CH:34]=[CH:35][N:30]=[CH:31][CH:32]=3)=[N:38][N:39]=2)[CH:16]=[CH:17][C:18]=1[O:19][CH2:20][CH3:21])[CH3:9]. (2) Given the reactants C([O-])([O-])=O.[K+].[K+].[Cl:7][C:8]1[CH:15]=[C:14]([NH:16][C@H:17]2[CH2:21][CH2:20][NH:19][CH2:18]2)[CH:13]=[CH:12][C:9]=1[C:10]#[N:11].[F:22][C:23]([F:28])([F:27])[CH2:24][CH2:25]I.C([O-])(O)=O.[Na+], predict the reaction product. The product is: [Cl:7][C:8]1[CH:15]=[C:14]([NH:16][C@H:17]2[CH2:21][CH2:20][N:19]([CH2:25][CH2:24][C:23]([F:28])([F:27])[F:22])[CH2:18]2)[CH:13]=[CH:12][C:9]=1[C:10]#[N:11]. (3) Given the reactants [C:1]([NH:4][C:5]12[CH2:14][C:9]3([CH3:15])[CH2:10][CH:11]([CH2:13][C:7]([CH3:16])([CH2:8]3)[CH2:6]1)[CH2:12]2)(=[O:3])[CH3:2].S(=O)(=O)(O)O.[OH-:22].[Na+].[C:24](#[N:26])[CH3:25], predict the reaction product. The product is: [C:1]([NH:4][C:5]12[CH2:14][C:9]3([CH3:15])[CH2:10][C:11]([NH:26][C:24](=[O:22])[CH3:25])([CH2:13][C:7]([CH3:16])([CH2:8]3)[CH2:6]1)[CH2:12]2)(=[O:3])[CH3:2].